Task: Predict which catalyst facilitates the given reaction.. Dataset: Catalyst prediction with 721,799 reactions and 888 catalyst types from USPTO Reactant: [F:1][C:2]([F:13])([C:6]1[CH:11]=[CH:10][C:9]([F:12])=[CH:8][N:7]=1)[C:3](O)=O.[NH2:14][C:15]1[C:23]([Br:24])=[CH:22][CH:21]=[CH:20][C:16]=1[C:17](O)=[O:18].P(OC1C=CC=CC=1)(OC1C=CC=CC=1)OC1C=CC=CC=1.Cl.[NH2:48]CCC(OCC)=O. Product: [Br:24][C:23]1[CH:22]=[CH:21][CH:20]=[C:16]2[C:15]=1[N:14]=[C:3]([C:2]([F:13])([F:1])[C:6]1[CH:11]=[CH:10][C:9]([F:12])=[CH:8][N:7]=1)[N:48]=[C:17]2[OH:18]. The catalyst class is: 17.